Task: Predict the reactants needed to synthesize the given product.. Dataset: Full USPTO retrosynthesis dataset with 1.9M reactions from patents (1976-2016) (1) Given the product [CH2:1]=[CH:2][CH:3]=[CH2:4].[C:24](#[N:27])[CH:25]=[CH2:26].[C:28]([O:35][CH2:36][CH2:37][CH2:38][CH3:39])(=[O:34])/[CH:29]=[CH:30]/[C:31]([O-:33])=[O:32], predict the reactants needed to synthesize it. The reactants are: [CH2:1](OS(C1C=CC=CC=1)(=O)=O)[CH2:2][CH2:3][CH2:4][CH2:1][CH2:2][CH2:3][CH2:4][CH2:1][CH2:2][CH2:3][CH3:4].[Na].[C:24](#[N:27])[CH:25]=[CH2:26].[C:28]([O:35][CH2:36][CH2:37][CH2:38][CH3:39])(=[O:34])/[CH:29]=[CH:30]/[C:31]([O-:33])=[O:32].C=CC=C.[O-]O.C1(C(C)C)C=CC=CC=1.C1(C=CC(O)=CC=1)O. (2) Given the product [CH3:19][Si:20]([CH3:27])([O:16][C@@H:7]([C:1]1[CH:2]=[CH:3][CH:4]=[CH:5][CH:6]=1)[C@H:8]([C:10]1[CH:15]=[CH:14][CH:13]=[CH:12][CH:11]=1)[O:9][Si:20]([CH3:27])([CH3:26])[CH3:19])[CH3:26], predict the reactants needed to synthesize it. The reactants are: [C:1]1([C@H:7]([OH:16])[C@H:8]([C:10]2[CH:15]=[CH:14][CH:13]=[CH:12][CH:11]=2)[OH:9])[CH:6]=[CH:5][CH:4]=[CH:3][CH:2]=1.II.[CH3:19][Si:20]([CH3:27])([CH3:26])N[Si:20]([CH3:27])([CH3:26])[CH3:19].